From a dataset of NCI-60 drug combinations with 297,098 pairs across 59 cell lines. Regression. Given two drug SMILES strings and cell line genomic features, predict the synergy score measuring deviation from expected non-interaction effect. (1) Drug 1: CCN(CC)CCNC(=O)C1=C(NC(=C1C)C=C2C3=C(C=CC(=C3)F)NC2=O)C. Drug 2: CC1C(C(CC(O1)OC2CC(CC3=C2C(=C4C(=C3O)C(=O)C5=C(C4=O)C(=CC=C5)OC)O)(C(=O)CO)O)N)O.Cl. Cell line: HS 578T. Synergy scores: CSS=25.6, Synergy_ZIP=-1.66, Synergy_Bliss=-0.340, Synergy_Loewe=-0.395, Synergy_HSA=1.67. (2) Drug 1: CC12CCC3C(C1CCC2=O)CC(=C)C4=CC(=O)C=CC34C. Drug 2: CS(=O)(=O)OCCCCOS(=O)(=O)C. Cell line: UACC62. Synergy scores: CSS=35.3, Synergy_ZIP=-1.47, Synergy_Bliss=-0.507, Synergy_Loewe=-10.9, Synergy_HSA=-0.555. (3) Drug 1: C1C(C(OC1N2C=NC3=C2NC=NCC3O)CO)O. Drug 2: CCC1(C2=C(COC1=O)C(=O)N3CC4=CC5=C(C=CC(=C5CN(C)C)O)N=C4C3=C2)O.Cl. Cell line: ACHN. Synergy scores: CSS=61.4, Synergy_ZIP=-1.82, Synergy_Bliss=-1.84, Synergy_Loewe=-44.5, Synergy_HSA=0.0711. (4) Drug 1: CN1CCC(CC1)COC2=C(C=C3C(=C2)N=CN=C3NC4=C(C=C(C=C4)Br)F)OC. Drug 2: CC1=CC=C(C=C1)C2=CC(=NN2C3=CC=C(C=C3)S(=O)(=O)N)C(F)(F)F. Cell line: T-47D. Synergy scores: CSS=12.6, Synergy_ZIP=-1.18, Synergy_Bliss=3.41, Synergy_Loewe=4.45, Synergy_HSA=5.03. (5) Drug 1: CCC1(C2=C(COC1=O)C(=O)N3CC4=CC5=C(C=CC(=C5CN(C)C)O)N=C4C3=C2)O.Cl. Drug 2: CC12CCC3C(C1CCC2OP(=O)(O)O)CCC4=C3C=CC(=C4)OC(=O)N(CCCl)CCCl.[Na+]. Cell line: LOX IMVI. Synergy scores: CSS=51.7, Synergy_ZIP=-1.43, Synergy_Bliss=-2.82, Synergy_Loewe=-0.199, Synergy_HSA=1.31. (6) Drug 1: C1=CC(=C2C(=C1NCCNCCO)C(=O)C3=C(C=CC(=C3C2=O)O)O)NCCNCCO. Drug 2: CN(CC1=CN=C2C(=N1)C(=NC(=N2)N)N)C3=CC=C(C=C3)C(=O)NC(CCC(=O)O)C(=O)O. Cell line: 786-0. Synergy scores: CSS=58.3, Synergy_ZIP=0.0715, Synergy_Bliss=0.0788, Synergy_Loewe=-5.25, Synergy_HSA=5.74. (7) Drug 1: CN1CCC(CC1)COC2=C(C=C3C(=C2)N=CN=C3NC4=C(C=C(C=C4)Br)F)OC. Drug 2: CC1=C(C=C(C=C1)NC(=O)C2=CC=C(C=C2)CN3CCN(CC3)C)NC4=NC=CC(=N4)C5=CN=CC=C5. Cell line: HT29. Synergy scores: CSS=5.15, Synergy_ZIP=-1.16, Synergy_Bliss=-4.39, Synergy_Loewe=-7.46, Synergy_HSA=-7.18. (8) Cell line: NCI-H522. Synergy scores: CSS=46.6, Synergy_ZIP=-7.92, Synergy_Bliss=-7.17, Synergy_Loewe=0.949, Synergy_HSA=2.38. Drug 2: CC1=C(C(=O)C2=C(C1=O)N3CC4C(C3(C2COC(=O)N)OC)N4)N. Drug 1: C1C(C(OC1N2C=NC3=C(N=C(N=C32)Cl)N)CO)O. (9) Drug 1: CCC1=CC2CC(C3=C(CN(C2)C1)C4=CC=CC=C4N3)(C5=C(C=C6C(=C5)C78CCN9C7C(C=CC9)(C(C(C8N6C)(C(=O)OC)O)OC(=O)C)CC)OC)C(=O)OC.C(C(C(=O)O)O)(C(=O)O)O. Drug 2: C1C(C(OC1N2C=NC3=C2NC=NCC3O)CO)O. Cell line: OVCAR-4. Synergy scores: CSS=7.10, Synergy_ZIP=-10.1, Synergy_Bliss=-4.27, Synergy_Loewe=-1.47, Synergy_HSA=-2.23.